Regression. Given two drug SMILES strings and cell line genomic features, predict the synergy score measuring deviation from expected non-interaction effect. From a dataset of NCI-60 drug combinations with 297,098 pairs across 59 cell lines. (1) Drug 1: C1CCN(CC1)CCOC2=CC=C(C=C2)C(=O)C3=C(SC4=C3C=CC(=C4)O)C5=CC=C(C=C5)O. Drug 2: CC1=C2C(C(=O)C3(C(CC4C(C3C(C(C2(C)C)(CC1OC(=O)C(C(C5=CC=CC=C5)NC(=O)C6=CC=CC=C6)O)O)OC(=O)C7=CC=CC=C7)(CO4)OC(=O)C)O)C)OC(=O)C. Cell line: CAKI-1. Synergy scores: CSS=36.9, Synergy_ZIP=-4.64, Synergy_Bliss=0.163, Synergy_Loewe=-30.0, Synergy_HSA=1.27. (2) Drug 1: CC12CCC3C(C1CCC2=O)CC(=C)C4=CC(=O)C=CC34C. Drug 2: CCCCC(=O)OCC(=O)C1(CC(C2=C(C1)C(=C3C(=C2O)C(=O)C4=C(C3=O)C=CC=C4OC)O)OC5CC(C(C(O5)C)O)NC(=O)C(F)(F)F)O. Cell line: OVCAR-5. Synergy scores: CSS=29.6, Synergy_ZIP=-0.377, Synergy_Bliss=-0.421, Synergy_Loewe=-0.400, Synergy_HSA=-0.409. (3) Drug 1: CC1CCCC2(C(O2)CC(NC(=O)CC(C(C(=O)C(C1O)C)(C)C)O)C(=CC3=CSC(=N3)C)C)C. Drug 2: CC12CCC3C(C1CCC2OP(=O)(O)O)CCC4=C3C=CC(=C4)OC(=O)N(CCCl)CCCl.[Na+]. Cell line: OVCAR-5. Synergy scores: CSS=68.3, Synergy_ZIP=6.71, Synergy_Bliss=-5.07, Synergy_Loewe=-24.9, Synergy_HSA=-3.01. (4) Drug 1: CC1=C(C(=CC=C1)Cl)NC(=O)C2=CN=C(S2)NC3=CC(=NC(=N3)C)N4CCN(CC4)CCO. Drug 2: CC(C)(C#N)C1=CC(=CC(=C1)CN2C=NC=N2)C(C)(C)C#N. Cell line: SF-268. Synergy scores: CSS=0.268, Synergy_ZIP=-0.335, Synergy_Bliss=-0.668, Synergy_Loewe=-2.90, Synergy_HSA=-2.00. (5) Drug 2: C(CCl)NC(=O)N(CCCl)N=O. Cell line: IGROV1. Synergy scores: CSS=5.38, Synergy_ZIP=1.03, Synergy_Bliss=1.58, Synergy_Loewe=-4.45, Synergy_HSA=-4.32. Drug 1: CCN(CC)CCNC(=O)C1=C(NC(=C1C)C=C2C3=C(C=CC(=C3)F)NC2=O)C. (6) Drug 1: C1CN(CCN1C(=O)CCBr)C(=O)CCBr. Drug 2: CCC1(C2=C(COC1=O)C(=O)N3CC4=CC5=C(C=CC(=C5CN(C)C)O)N=C4C3=C2)O.Cl. Cell line: MDA-MB-435. Synergy scores: CSS=21.7, Synergy_ZIP=7.25, Synergy_Bliss=10.1, Synergy_Loewe=3.25, Synergy_HSA=8.91. (7) Drug 1: CN(C)N=NC1=C(NC=N1)C(=O)N. Drug 2: C(CC(=O)O)C(=O)CN.Cl. Cell line: HCT116. Synergy scores: CSS=15.4, Synergy_ZIP=0.889, Synergy_Bliss=4.35, Synergy_Loewe=5.31, Synergy_HSA=5.84.